Predict the reactants needed to synthesize the given product. From a dataset of Full USPTO retrosynthesis dataset with 1.9M reactions from patents (1976-2016). (1) Given the product [C:2]1([C:1]([O:9][CH2:10][CH:11]=[O:12])=[O:8])[CH:7]=[CH:6][CH:5]=[CH:4][CH:3]=1, predict the reactants needed to synthesize it. The reactants are: [C:1]([O:9][CH2:10][CH:11](CO)[OH:12])(=[O:8])[C:2]1[CH:7]=[CH:6][CH:5]=[CH:4][CH:3]=1.[O-]S([O-])(=O)=O.[Mg+2]. (2) Given the product [C:1]([O:5][C:6]([NH:8][C@@H:9]([CH2:14][NH:15][C:16](=[O:26])[CH2:17][NH:18][C:19]1[S:20][C:21]([CH:24]=[O:25])=[CH:22][N:23]=1)[C:10]([OH:12])=[O:11])=[O:7])([CH3:4])([CH3:2])[CH3:3], predict the reactants needed to synthesize it. The reactants are: [C:1]([O:5][C:6]([NH:8][C@@H:9]([CH2:14][NH:15][C:16](=[O:26])[CH2:17][NH:18][C:19]1[S:20][C:21]([CH:24]=[O:25])=[CH:22][N:23]=1)[C:10]([O:12]C)=[O:11])=[O:7])([CH3:4])([CH3:3])[CH3:2].C[Sn](C)(C)O. (3) Given the product [CH2:1]([C@H:8]1[CH2:12][O:11][C:10](=[O:13])[N:9]1[C:14](=[O:27])[C@@H:15]([O:16][C:17]1[CH:22]=[CH:21][C:20]([C:23]([CH3:24])([CH3:26])[CH3:25])=[CH:19][CH:18]=1)[C@@H:57]([C:56]1[CH:59]=[CH:60][C:53]([O:52][CH2:45][C:46]2[CH:51]=[CH:50][CH:49]=[CH:48][CH:47]=2)=[CH:54][CH:55]=1)[OH:58])[C:2]1[CH:7]=[CH:6][CH:5]=[CH:4][CH:3]=1, predict the reactants needed to synthesize it. The reactants are: [CH2:1]([C@H:8]1[CH2:12][O:11][C:10](=[O:13])[N:9]1[C:14](=[O:27])[CH2:15][O:16][C:17]1[CH:22]=[CH:21][C:20]([C:23]([CH3:26])([CH3:25])[CH3:24])=[CH:19][CH:18]=1)[C:2]1[CH:7]=[CH:6][CH:5]=[CH:4][CH:3]=1.[O-]S(C(F)(F)F)(=O)=O.C([B+]CCCC)CCC.[CH2:45]([O:52][C:53]1[CH:60]=[CH:59][C:56]([CH:57]=[O:58])=[CH:55][CH:54]=1)[C:46]1[CH:51]=[CH:50][CH:49]=[CH:48][CH:47]=1.